This data is from NCI-60 drug combinations with 297,098 pairs across 59 cell lines. The task is: Regression. Given two drug SMILES strings and cell line genomic features, predict the synergy score measuring deviation from expected non-interaction effect. (1) Drug 1: C1CN1P(=S)(N2CC2)N3CC3. Drug 2: CC1CCC2CC(C(=CC=CC=CC(CC(C(=O)C(C(C(=CC(C(=O)CC(OC(=O)C3CCCCN3C(=O)C(=O)C1(O2)O)C(C)CC4CCC(C(C4)OC)OCCO)C)C)O)OC)C)C)C)OC. Cell line: SF-268. Synergy scores: CSS=10.0, Synergy_ZIP=-4.57, Synergy_Bliss=-0.0948, Synergy_Loewe=-1.87, Synergy_HSA=-1.57. (2) Drug 1: CCC1=CC2CC(C3=C(CN(C2)C1)C4=CC=CC=C4N3)(C5=C(C=C6C(=C5)C78CCN9C7C(C=CC9)(C(C(C8N6C)(C(=O)OC)O)OC(=O)C)CC)OC)C(=O)OC. Drug 2: C1CC(CNC1)C2=CC=C(C=C2)N3C=C4C=CC=C(C4=N3)C(=O)N. Cell line: NCIH23. Synergy scores: CSS=43.3, Synergy_ZIP=-5.57, Synergy_Bliss=-8.57, Synergy_Loewe=-9.86, Synergy_HSA=-5.59. (3) Drug 2: CC(C)NC(=O)C1=CC=C(C=C1)CNNC.Cl. Drug 1: C1CCC(CC1)NC(=O)N(CCCl)N=O. Cell line: T-47D. Synergy scores: CSS=14.7, Synergy_ZIP=-0.452, Synergy_Bliss=7.67, Synergy_Loewe=1.59, Synergy_HSA=6.33. (4) Drug 1: CCCS(=O)(=O)NC1=C(C(=C(C=C1)F)C(=O)C2=CNC3=C2C=C(C=N3)C4=CC=C(C=C4)Cl)F. Drug 2: CN(C(=O)NC(C=O)C(C(C(CO)O)O)O)N=O. Cell line: 786-0. Synergy scores: CSS=7.78, Synergy_ZIP=-1.09, Synergy_Bliss=-0.827, Synergy_Loewe=-1.63, Synergy_HSA=-0.758. (5) Drug 1: CC(C)(C#N)C1=CC(=CC(=C1)CN2C=NC=N2)C(C)(C)C#N. Drug 2: CC1CCC2CC(C(=CC=CC=CC(CC(C(=O)C(C(C(=CC(C(=O)CC(OC(=O)C3CCCCN3C(=O)C(=O)C1(O2)O)C(C)CC4CCC(C(C4)OC)O)C)C)O)OC)C)C)C)OC. Cell line: HS 578T. Synergy scores: CSS=3.27, Synergy_ZIP=-0.000317, Synergy_Bliss=-1.76, Synergy_Loewe=-4.40, Synergy_HSA=-5.70. (6) Drug 1: CN(CC1=CN=C2C(=N1)C(=NC(=N2)N)N)C3=CC=C(C=C3)C(=O)NC(CCC(=O)O)C(=O)O. Drug 2: CC1=CC=C(C=C1)C2=CC(=NN2C3=CC=C(C=C3)S(=O)(=O)N)C(F)(F)F. Cell line: UACC62. Synergy scores: CSS=34.4, Synergy_ZIP=0.275, Synergy_Bliss=0.194, Synergy_Loewe=-38.9, Synergy_HSA=-1.12. (7) Drug 1: C1=CN(C=N1)CC(O)(P(=O)(O)O)P(=O)(O)O. Drug 2: CS(=O)(=O)OCCCCOS(=O)(=O)C. Cell line: UACC62. Synergy scores: CSS=0.703, Synergy_ZIP=-1.36, Synergy_Bliss=-0.745, Synergy_Loewe=-1.71, Synergy_HSA=-1.67.